Dataset: Forward reaction prediction with 1.9M reactions from USPTO patents (1976-2016). Task: Predict the product of the given reaction. (1) Given the reactants [N:1]1([C:6]2([CH:9]=O)[CH2:8][CH2:7]2)[CH:5]=[CH:4][N:3]=[CH:2]1.[S].[NH2:12][C:13]1[CH:14]=[CH:15][C:16]([N:20]2[CH2:25][CH2:24][CH2:23][C@@H:22]([C:26]([N:28]3[CH2:32][CH2:31][CH2:30][CH2:29]3)=[O:27])[CH2:21]2)=[N:17][C:18]=1[NH2:19], predict the reaction product. The product is: [N:1]1([C:6]2([C:9]3[NH:19][C:18]4=[N:17][C:16]([N:20]5[CH2:25][CH2:24][CH2:23][C@@H:22]([C:26]([N:28]6[CH2:32][CH2:31][CH2:30][CH2:29]6)=[O:27])[CH2:21]5)=[CH:15][CH:14]=[C:13]4[N:12]=3)[CH2:7][CH2:8]2)[CH:5]=[CH:4][N:3]=[CH:2]1. (2) Given the reactants [PH2:1]([OH:3])=[O:2].[OH-].[CH2:5]([N+:9]([CH2:18][CH2:19][CH2:20][CH3:21])([CH2:14][CH2:15][CH2:16][CH3:17])[CH2:10][CH2:11][CH2:12][CH3:13])[CH2:6][CH2:7][CH3:8].C(=O)(O)[O-].[Na+], predict the reaction product. The product is: [PH2:1]([O-:3])=[O:2].[CH2:18]([N+:9]([CH2:5][CH2:6][CH2:7][CH3:8])([CH2:10][CH2:11][CH2:12][CH3:13])[CH2:14][CH2:15][CH2:16][CH3:17])[CH2:19][CH2:20][CH3:21]. (3) The product is: [Cl:22][C:8]1[C:4]([CH:1]2[CH2:2][CH2:3]2)=[N:5][N:6]([C:12]2[CH:17]=[CH:16][C:15]([N+:18]([O-:20])=[O:19])=[CH:14][C:13]=2[F:21])[C:7]=1[CH:9]1[CH2:11][CH2:10]1. Given the reactants [CH:1]1([C:4]2[CH:8]=[C:7]([CH:9]3[CH2:11][CH2:10]3)[N:6]([C:12]3[CH:17]=[CH:16][C:15]([N+:18]([O-:20])=[O:19])=[CH:14][C:13]=3[F:21])[N:5]=2)[CH2:3][CH2:2]1.[Cl:22]N1C(=O)CCC1=O, predict the reaction product. (4) Given the reactants [H-].[Na+].[CH3:3][S:4]([NH2:7])(=[O:6])=[O:5].[CH:8]1([CH2:11][O:12][C:13]2[C:14]([C:23]3[C:32]4[C:27](=[CH:28][CH:29]=[CH:30][CH:31]=4)[C:26](=[O:33])[N:25]([CH3:34])[CH:24]=3)=[N:15][C:16](S(C)(=O)=O)=[N:17][CH:18]=2)[CH2:10][CH2:9]1.C(O)(=O)C, predict the reaction product. The product is: [CH:8]1([CH2:11][O:12][C:13]2[C:14]([C:23]3[C:32]4[C:27](=[CH:28][CH:29]=[CH:30][CH:31]=4)[C:26](=[O:33])[N:25]([CH3:34])[CH:24]=3)=[N:15][C:16]([NH:7][S:4]([CH3:3])(=[O:6])=[O:5])=[N:17][CH:18]=2)[CH2:9][CH2:10]1. (5) Given the reactants Br[C:2]1[CH:3]=[CH:4][C:5]2[N:6]([C:8]([C:11]([O:13][CH2:14][CH3:15])=[O:12])=[CH:9][N:10]=2)[CH:7]=1.[CH2:16]([C:19]#[N:20])[CH:17]=[CH2:18].[B-](F)(F)(F)F.CC([PH+](C(C)(C)C)C(C)(C)C)(C)C.C1(CNCC2CCCCC2)CCCCC1, predict the reaction product. The product is: [C:19]([CH2:16][CH:17]=[CH:18][C:2]1[CH:3]=[CH:4][C:5]2[N:6]([C:8]([C:11]([O:13][CH2:14][CH3:15])=[O:12])=[CH:9][N:10]=2)[CH:7]=1)#[N:20]. (6) Given the reactants [NH2:1][C:2]1[N:7]=[C:6]([C:8]2[CH:15]=[CH:14][C:11]([C:12]#[N:13])=[C:10](F)[CH:9]=2)[CH:5]=[C:4]([NH:17][C:18]([CH3:21])([CH3:20])[CH3:19])[N:3]=1.O.[NH2:23][NH2:24].C(#N)C, predict the reaction product. The product is: [NH2:13][C:12]1[C:11]2[C:10](=[CH:9][C:8]([C:6]3[N:7]=[C:2]([NH2:1])[N:3]=[C:4]([NH:17][C:18]([CH3:21])([CH3:20])[CH3:19])[CH:5]=3)=[CH:15][CH:14]=2)[NH:24][N:23]=1. (7) Given the reactants Cl.[CH2:2]([O:9][C:10]([NH:12][CH2:13][CH:14]1[CH2:19][CH2:18][CH2:17][NH:16][CH2:15]1)=[O:11])[C:3]1[CH:8]=[CH:7][CH:6]=[CH:5][CH:4]=1.[F:20][C:21]1[CH:26]=[CH:25][C:24]([CH2:27][CH2:28]OS(C2C=CC(C)=CC=2)(=O)=O)=[CH:23][CH:22]=1.C(=O)([O-])[O-].[K+].[K+], predict the reaction product. The product is: [CH2:2]([O:9][C:10](=[O:11])[NH:12][CH2:13][CH:14]1[CH2:19][CH2:18][CH2:17][N:16]([CH2:28][CH2:27][C:24]2[CH:25]=[CH:26][C:21]([F:20])=[CH:22][CH:23]=2)[CH2:15]1)[C:3]1[CH:4]=[CH:5][CH:6]=[CH:7][CH:8]=1. (8) Given the reactants [C:1]([NH:4][CH:5]([C:11]([O:13][CH2:14][CH3:15])=[O:12])[C:6]([O:8][CH2:9][CH3:10])=[O:7])(=[O:3])[CH3:2].[H-].[Na+].C(O)C.Br[CH2:22][C:23]1[C:36]2[C:37]3=[C:38]4[C:33](=[CH:34][CH:35]=2)[CH:32]=[CH:31][CH:30]=[C:29]4[CH:28]=[CH:27][C:26]3=[CH:25][CH:24]=1, predict the reaction product. The product is: [CH2:9]([O:8][C:6](=[O:7])[C:5]([CH2:22][C:23]1[C:36]2[C:37]3=[C:38]4[C:33](=[CH:34][CH:35]=2)[CH:32]=[CH:31][CH:30]=[C:29]4[CH:28]=[CH:27][C:26]3=[CH:25][CH:24]=1)([NH:4][C:1](=[O:3])[CH3:2])[C:11]([O:13][CH2:14][CH3:15])=[O:12])[CH3:10]. (9) Given the reactants CN(C)/[CH:3]=[C:4](\[C:8]1[CH:13]=[CH:12][CH:11]=[CH:10][CH:9]=1)/[C:5](=O)[CH3:6].[NH:15]([C:17]1[CH:18]=[C:19]([CH:22]=[CH:23][N:24]=1)[C:20]#[N:21])[NH2:16], predict the reaction product. The product is: [CH3:6][C:5]1[N:15]([C:17]2[CH:18]=[C:19]([C:20]#[N:21])[CH:22]=[CH:23][N:24]=2)[N:16]=[CH:3][C:4]=1[C:8]1[CH:13]=[CH:12][CH:11]=[CH:10][CH:9]=1.